This data is from Serine/threonine kinase 33 screen with 319,792 compounds. The task is: Binary Classification. Given a drug SMILES string, predict its activity (active/inactive) in a high-throughput screening assay against a specified biological target. (1) The result is 0 (inactive). The molecule is Clc1cc(NC(=O)NC(P(OCC)(OCC)=O)(C)C)ccc1Cl. (2) The compound is O(c1cc(ccc1O)/C=C\C(O)=C/C(=O)/C=C\c1cc(OC)c(O)cc1)C. The result is 1 (active). (3) The drug is o1nc2c(c1c1cc(OC)ccc1)cc(cc2)C(=O)/C=C\N(C)C. The result is 1 (active). (4) The drug is O(c1cc2nc(Nc3cc(OC)ccc3)c(cc2cc1)C#N)C. The result is 0 (inactive). (5) The drug is S(c1nc(cc(c2ccccc2)c1C#N)c1ccc(OC)cc1)CC. The result is 0 (inactive). (6) The compound is Clc1cc(NC(=O)CSC(=O)N)c(cc1)C. The result is 0 (inactive). (7) The molecule is O(Cc1[n+](onc1C)[O-])c1cc(/C=C2/N=C(OC2=O)c2ccccc2)ccc1. The result is 0 (inactive).